From a dataset of CYP2C19 inhibition data for predicting drug metabolism from PubChem BioAssay. Regression/Classification. Given a drug SMILES string, predict its absorption, distribution, metabolism, or excretion properties. Task type varies by dataset: regression for continuous measurements (e.g., permeability, clearance, half-life) or binary classification for categorical outcomes (e.g., BBB penetration, CYP inhibition). Dataset: cyp2c19_veith. (1) The compound is COc1ccc(CCN2C(=O)C(Oc3ccccc3C)C2c2ccc3c(c2)OCO3)cc1OC. The result is 1 (inhibitor). (2) The molecule is COc1cccc(CNCCc2c[nH]c3ccccc23)c1OCc1ccccc1F.Cl. The result is 1 (inhibitor). (3) The compound is CCN(CC)c1ccc2c(Cl)c(Br)c(=O)oc2c1. The result is 1 (inhibitor). (4) The compound is O=C(O)C1=CCCN(CCOC(c2ccc(C(F)(F)F)cc2)c2ccc(C(F)(F)F)cc2)C1. The result is 0 (non-inhibitor). (5) The molecule is Clc1ccc(COn2c(-c3ccccc3)nc3ccccc32)cc1. The result is 1 (inhibitor). (6) The compound is CC(C)[C@H](CO)Nc1nc(Nc2ccc(C(=O)O)c(Cl)c2)c2ncn(C(C)C)c2n1. The result is 0 (non-inhibitor). (7) The result is 1 (inhibitor). The compound is Cc1ccc2c(c1)N(CC(=O)NCc1cccs1)C(=O)C(C)O2.